From a dataset of NCI-60 drug combinations with 297,098 pairs across 59 cell lines. Regression. Given two drug SMILES strings and cell line genomic features, predict the synergy score measuring deviation from expected non-interaction effect. (1) Drug 1: CN1CCC(CC1)COC2=C(C=C3C(=C2)N=CN=C3NC4=C(C=C(C=C4)Br)F)OC. Drug 2: CC1CCC2CC(C(=CC=CC=CC(CC(C(=O)C(C(C(=CC(C(=O)CC(OC(=O)C3CCCCN3C(=O)C(=O)C1(O2)O)C(C)CC4CCC(C(C4)OC)O)C)C)O)OC)C)C)C)OC. Cell line: 786-0. Synergy scores: CSS=40.9, Synergy_ZIP=8.80, Synergy_Bliss=8.94, Synergy_Loewe=5.03, Synergy_HSA=11.7. (2) Drug 1: C1=NNC2=C1C(=O)NC=N2. Drug 2: CC1=C(C(=O)C2=C(C1=O)N3CC4C(C3(C2COC(=O)N)OC)N4)N. Cell line: RPMI-8226. Synergy scores: CSS=25.1, Synergy_ZIP=-1.44, Synergy_Bliss=0.371, Synergy_Loewe=-25.1, Synergy_HSA=1.57. (3) Drug 1: CC1=C(C=C(C=C1)NC2=NC=CC(=N2)N(C)C3=CC4=NN(C(=C4C=C3)C)C)S(=O)(=O)N.Cl. Drug 2: C1=NNC2=C1C(=O)NC=N2. Cell line: MALME-3M. Synergy scores: CSS=7.50, Synergy_ZIP=0.0125, Synergy_Bliss=3.80, Synergy_Loewe=-1.50, Synergy_HSA=2.09. (4) Drug 1: C1C(C(OC1N2C=C(C(=O)NC2=O)F)CO)O. Drug 2: CCC1=C2CN3C(=CC4=C(C3=O)COC(=O)C4(CC)O)C2=NC5=C1C=C(C=C5)O. Cell line: IGROV1. Synergy scores: CSS=12.7, Synergy_ZIP=-2.65, Synergy_Bliss=0.913, Synergy_Loewe=-18.4, Synergy_HSA=1.19.